The task is: Predict which catalyst facilitates the given reaction.. This data is from Catalyst prediction with 721,799 reactions and 888 catalyst types from USPTO. (1) Reactant: [N+:1]([C:4]1[CH:28]=[CH:27][C:26]([N:29]2[CH2:34][CH2:33][CH2:32][CH2:31][CH2:30]2)=[CH:25][C:5]=1[C:6]([NH:8][C:9]1[CH:10]=[N:11][C:12]([C:15]2[CH:20]=[CH:19][CH:18]=[C:17]([C:21]([F:24])([F:23])[F:22])[CH:16]=2)=[N:13][CH:14]=1)=[O:7])([O-])=O.CO. Product: [NH2:1][C:4]1[CH:28]=[CH:27][C:26]([N:29]2[CH2:34][CH2:33][CH2:32][CH2:31][CH2:30]2)=[CH:25][C:5]=1[C:6]([NH:8][C:9]1[CH:10]=[N:11][C:12]([C:15]2[CH:20]=[CH:19][CH:18]=[C:17]([C:21]([F:23])([F:24])[F:22])[CH:16]=2)=[N:13][CH:14]=1)=[O:7]. The catalyst class is: 153. (2) Reactant: C(O)(C(F)(F)F)=O.[C:8]([C:10]1[CH:11]=[C:12]([CH:28]=[CH:29][C:30]=1[NH:31][S:32]([C:35]1[CH:40]=[CH:39][C:38]([CH:41]([CH3:43])[CH3:42])=[CH:37][CH:36]=1)(=[O:34])=[O:33])[O:13][C:14]1[CH:19]=[CH:18][C:17]([NH:20]C(=O)OC(C)(C)C)=[CH:16][CH:15]=1)#[N:9]. Product: [NH2:20][C:17]1[CH:16]=[CH:15][C:14]([O:13][C:12]2[CH:28]=[CH:29][C:30]([NH:31][S:32]([C:35]3[CH:40]=[CH:39][C:38]([CH:41]([CH3:43])[CH3:42])=[CH:37][CH:36]=3)(=[O:34])=[O:33])=[C:10]([C:8]#[N:9])[CH:11]=2)=[CH:19][CH:18]=1. The catalyst class is: 2.